Dataset: Forward reaction prediction with 1.9M reactions from USPTO patents (1976-2016). Task: Predict the product of the given reaction. (1) Given the reactants [C:1]([N:4]1[CH2:9][CH2:8][C@H:7]([NH:10][C:11]([C:13]2[NH:14][C:15]([CH2:19][CH3:20])=[C:16]([Cl:18])[N:17]=2)=[O:12])[C@H:6]([O:21][CH2:22][CH3:23])[CH2:5]1)(=[S:3])[NH2:2].Br[CH:25]([CH2:35][CH3:36])[C:26](=O)[C:27]([O:29][CH2:30][CH2:31][CH2:32][CH3:33])=[O:28], predict the reaction product. The product is: [Cl:18][C:16]1[N:17]=[C:13]([C:11]([NH:10][C@H:7]2[CH2:8][CH2:9][N:4]([C:1]3[S:3][C:25]([CH2:35][CH3:36])=[C:26]([C:27]([O:29][CH2:30][CH2:31][CH2:32][CH3:33])=[O:28])[N:2]=3)[CH2:5][C@H:6]2[O:21][CH2:22][CH3:23])=[O:12])[NH:14][C:15]=1[CH2:19][CH3:20]. (2) Given the reactants [Cl:1][C:2]1[CH:3]=[C:4]([C:18]#[N:19])[C:5]2[N:9]=[C:8]([CH3:10])[N:7]([CH:11]3[CH2:16][CH2:15][CH2:14][CH2:13][O:12]3)[C:6]=2[CH:17]=1, predict the reaction product. The product is: [Cl:1][C:2]1[CH:3]=[C:4]([CH2:18][NH2:19])[C:5]2[N:9]=[C:8]([CH3:10])[N:7]([CH:11]3[CH2:16][CH2:15][CH2:14][CH2:13][O:12]3)[C:6]=2[CH:17]=1.